From a dataset of Orexin1 receptor HTS with 218,158 compounds and 233 confirmed actives. Binary Classification. Given a drug SMILES string, predict its activity (active/inactive) in a high-throughput screening assay against a specified biological target. (1) The compound is o1c(CN(Cc2oc(cc2)C)CCO)ccc1C. The result is 0 (inactive). (2) The molecule is S(=O)(=O)(Cc1nc(oc1C)c1cc(OC)ccc1)CC(=O)NCCc1ccccc1. The result is 0 (inactive).